The task is: Predict which catalyst facilitates the given reaction.. This data is from Catalyst prediction with 721,799 reactions and 888 catalyst types from USPTO. (1) Reactant: C[O:2][C:3]([C:5]1(C(OC)=O)[CH2:10][CH2:9][O:8][CH2:7][CH2:6]1)=[O:4].Cl. Product: [O:8]1[CH2:9][CH2:10][CH:5]([C:3]([OH:4])=[O:2])[CH2:6][CH2:7]1. The catalyst class is: 6. (2) Reactant: [H-].[Na+].[CH:3]1([S:8]([C:11]2[CH:12]=[C:13]([CH2:17][CH2:18][OH:19])[CH:14]=[CH:15][CH:16]=2)(=[O:10])=[O:9])[CH2:7][CH2:6][CH2:5][CH2:4]1.Br[CH2:21][C:22]1[CH:23]=[C:24]([CH2:28][CH2:29][N:30]2[CH2:34][C@@H:33]([C:35]3[CH:46]=[CH:45][C:38]4[O:39][C:40]([CH3:44])([CH3:43])[O:41][CH2:42][C:37]=4[CH:36]=3)[O:32][C:31]2=[O:47])[CH:25]=[CH:26][CH:27]=1.O. Product: [CH:3]1([S:8]([C:11]2[CH:12]=[C:13]([CH2:17][CH2:18][O:19][CH2:21][C:22]3[CH:23]=[C:24]([CH2:28][CH2:29][N:30]4[CH2:34][C@@H:33]([C:35]5[CH:46]=[CH:45][C:38]6[O:39][C:40]([CH3:44])([CH3:43])[O:41][CH2:42][C:37]=6[CH:36]=5)[O:32][C:31]4=[O:47])[CH:25]=[CH:26][CH:27]=3)[CH:14]=[CH:15][CH:16]=2)(=[O:10])=[O:9])[CH2:7][CH2:6][CH2:5][CH2:4]1. The catalyst class is: 174. (3) Reactant: [Br:1][C:2]1[CH:7]=[CH:6][C:5]([C@@H:8]([N:10]([CH2:18][CH2:19][C:20](=O)[C:21]2[CH:26]=[CH:25][CH:24]=[CH:23][CH:22]=2)[C:11](=[O:17])[O:12][C:13]([CH3:16])([CH3:15])[CH3:14])[CH3:9])=[CH:4][CH:3]=1.[CH3:28][C:29]([S@:32]([NH2:34])=O)([CH3:31])[CH3:30]. Product: [Br:1][C:2]1[CH:7]=[CH:6][C:5]([C@@H:8]([N:10]([CH2:18][CH2:19]/[C:20](=[N:34]/[S:32][C:29]([CH3:31])([CH3:30])[CH3:28])/[C:21]2[CH:26]=[CH:25][CH:24]=[CH:23][CH:22]=2)[C:11](=[O:17])[O:12][C:13]([CH3:16])([CH3:15])[CH3:14])[CH3:9])=[CH:4][CH:3]=1. The catalyst class is: 220. (4) Reactant: [CH:1]1([NH2:4])[CH2:3][CH2:2]1.[Cl:5][C:6]1[CH:11]=[CH:10][C:9]([N:12]2[C:16]([C:17]([F:20])([F:19])[F:18])=[C:15]([C:21]([NH:23][C:24]3[CH:25]=[C:26]([S:30](F)(=[O:32])=[O:31])[CH:27]=[CH:28][CH:29]=3)=[O:22])[CH:14]=[N:13]2)=[CH:8][CH:7]=1. Product: [CH:1]1([NH:4][S:30]([C:26]2[CH:25]=[C:24]([NH:23][C:21]([C:15]3[CH:14]=[N:13][N:12]([C:9]4[CH:8]=[CH:7][C:6]([Cl:5])=[CH:11][CH:10]=4)[C:16]=3[C:17]([F:20])([F:18])[F:19])=[O:22])[CH:29]=[CH:28][CH:27]=2)(=[O:31])=[O:32])[CH2:3][CH2:2]1. The catalyst class is: 2. (5) Reactant: [H-].[Na+].[C:3]([C:5]1[C:10]([C:11]2[NH:15][CH:14]=[C:13]([CH2:16][N:17]([CH3:25])[C:18](=[O:24])[O:19][C:20]([CH3:23])([CH3:22])[CH3:21])[C:12]=2[F:26])=[CH:9][CH:8]=[CH:7][N:6]=1)#[N:4].C1OCCOCCOCCOCCOC1.[C:42]([C:44]1[CH:45]=[C:46]([S:50](Cl)(=[O:52])=[O:51])[CH:47]=[CH:48][CH:49]=1)#[N:43]. Product: [C:42]([C:44]1[CH:45]=[C:46]([S:50]([N:15]2[C:11]([C:10]3[C:5]([C:3]#[N:4])=[N:6][CH:7]=[CH:8][CH:9]=3)=[C:12]([F:26])[C:13]([CH2:16][N:17]([CH3:25])[C:18](=[O:24])[O:19][C:20]([CH3:22])([CH3:23])[CH3:21])=[CH:14]2)(=[O:52])=[O:51])[CH:47]=[CH:48][CH:49]=1)#[N:43]. The catalyst class is: 30.